From a dataset of Forward reaction prediction with 1.9M reactions from USPTO patents (1976-2016). Predict the product of the given reaction. (1) The product is: [Cl:8][C:5]1[CH:6]=[CH:7][C:2]2[N:3]([CH:10]=[CH:11][N:1]=2)[N:4]=1. Given the reactants [NH2:1][C:2]1[N:3]=[N:4][C:5]([Cl:8])=[CH:6][CH:7]=1.Cl[CH2:10][CH:11]=O.C(=O)(O)[O-].[Na+].C(Cl)Cl, predict the reaction product. (2) Given the reactants [S:1]1[CH:5]=[CH:4][CH:3]=[C:2]1[S:6]([NH:9][C:10]1[CH:11]=[CH:12][CH:13]=[C:14]2[C:18]=1[NH:17][C:16]([C:19](=[S:21])[NH2:20])=[CH:15]2)(=[O:8])=[O:7].Cl[CH2:23][C:24](=O)[CH2:25][C:26]([O:28][CH2:29][CH3:30])=[O:27].C(O)C.CN(C)C(=O)C, predict the reaction product. The product is: [S:1]1[CH:5]=[CH:4][CH:3]=[C:2]1[S:6]([NH:9][C:10]1[CH:11]=[CH:12][CH:13]=[C:14]2[C:18]=1[NH:17][C:16]([C:19]1[S:21][CH:23]=[C:24]([CH2:25][C:26]([O:28][CH2:29][CH3:30])=[O:27])[N:20]=1)=[CH:15]2)(=[O:7])=[O:8]. (3) Given the reactants C(OC([N:8]1[CH2:13][CH2:12][CH:11]([CH2:14][O:15][C:16]2[CH:25]=[C:24]3[C:19]([C:20]([O:26][C:27]4[CH:28]=[C:29]5[C:33](=[CH:34][CH:35]=4)[NH:32][CH:31]=[C:30]5[CH3:36])=[N:21][CH:22]=[N:23]3)=[CH:18][C:17]=2[O:37][CH3:38])[CH2:10][CH2:9]1)=O)(C)(C)C.C(O)(C(F)(F)F)=O, predict the reaction product. The product is: [CH3:38][O:37][C:17]1[CH:18]=[C:19]2[C:24](=[CH:25][C:16]=1[O:15][CH2:14][CH:11]1[CH2:12][CH2:13][NH:8][CH2:9][CH2:10]1)[N:23]=[CH:22][N:21]=[C:20]2[O:26][C:27]1[CH:28]=[C:29]2[C:33](=[CH:34][CH:35]=1)[NH:32][CH:31]=[C:30]2[CH3:36]. (4) Given the reactants [NH2:1][C:2]1[CH:7]=[CH:6][CH:5]=[CH:4][C:3]=1[C:8](=[O:10])[CH3:9].[C:11]([C:13]1[CH:20]=[CH:19][C:16]([CH:17]=O)=[CH:15][CH:14]=1)#[N:12].[OH-].[Na+], predict the reaction product. The product is: [NH2:1][C:2]1[CH:7]=[CH:6][CH:5]=[CH:4][C:3]=1[C:8](=[O:10])[CH:9]=[CH:17][C:16]1[CH:19]=[CH:20][C:13]([C:11]#[N:12])=[CH:14][CH:15]=1. (5) Given the reactants [CH3:1][C:2]1[CH:7]=[CH:6][C:5]([N+:8]([O-])=O)=[CH:4][C:3]=1[N:11]1[CH2:27][CH2:26][C:14]2[N:15]=[C:16]([NH:19][C:20]3[CH:21]=[N:22][CH:23]=[N:24][CH:25]=3)[N:17]=[CH:18][C:13]=2[CH2:12]1.C1COCC1, predict the reaction product. The product is: [NH2:8][C:5]1[CH:6]=[CH:7][C:2]([CH3:1])=[C:3]([N:11]2[CH2:27][CH2:26][C:14]3[N:15]=[C:16]([NH:19][C:20]4[CH:21]=[N:22][CH:23]=[N:24][CH:25]=4)[N:17]=[CH:18][C:13]=3[CH2:12]2)[CH:4]=1. (6) Given the reactants [Cl:1][C:2]1[CH:3]=[C:4]([CH2:9][CH2:10][CH2:11][C:12]2[CH:17]=[CH:16][C:15]([NH2:18])=[CH:14][CH:13]=2)[CH:5]=[CH:6][C:7]=1[Cl:8].[CH3:19][O:20][C:21](=[O:29])[C:22]1[CH:27]=[CH:26][CH:25]=[CH:24][C:23]=1Br.C(=O)([O-])[O-].[Cs+].[Cs+], predict the reaction product. The product is: [CH3:19][O:20][C:21](=[O:29])[C:22]1[CH:27]=[CH:26][CH:25]=[CH:24][C:23]=1[NH:18][C:15]1[CH:14]=[CH:13][C:12]([CH2:11][CH2:10][CH2:9][C:4]2[CH:5]=[CH:6][C:7]([Cl:8])=[C:2]([Cl:1])[CH:3]=2)=[CH:17][CH:16]=1. (7) The product is: [C:21]([O:24][CH2:25][C:26]1[C:27]([N:41]2[CH2:53][CH2:52][N:44]3[C:45]4[CH2:46][CH2:47][CH2:48][CH2:49][C:50]=4[CH:51]=[C:43]3[C:42]2=[O:54])=[CH:28][CH:29]=[CH:30][C:31]=1[C:2]1[CH:3]=[C:4]([NH:10][C:11]2[CH:15]=[C:14]([CH:16]3[CH2:19][N:18]([CH3:20])[CH2:17]3)[NH:13][N:12]=2)[C:5](=[O:9])[N:6]([CH3:8])[CH:7]=1)(=[O:23])[CH3:22]. Given the reactants Br[C:2]1[CH:3]=[C:4]([NH:10][C:11]2[CH:15]=[C:14]([CH:16]3[CH2:19][N:18]([CH3:20])[CH2:17]3)[NH:13][N:12]=2)[C:5](=[O:9])[N:6]([CH3:8])[CH:7]=1.[C:21]([O:24][CH2:25][C:26]1[C:31](B2OC(C)(C)C(C)(C)O2)=[CH:30][CH:29]=[CH:28][C:27]=1[N:41]1[CH2:53][CH2:52][N:44]2[C:45]3[CH2:46][CH2:47][CH2:48][CH2:49][C:50]=3[CH:51]=[C:43]2[C:42]1=[O:54])(=[O:23])[CH3:22], predict the reaction product. (8) Given the reactants C(OC(N1CCN(C2C=C3C(C(=O)C(C(O[CH2:30][C:31](=[O:56])[NH:32][C:33]4[CH:38]=[CH:37][C:36]([CH:39]([P:48]([O:53]CC)([O:50]CC)=[O:49])[P:40]([O:45]CC)([O:42]CC)=[O:41])=[CH:35][CH:34]=4)=O)=CN3C3CC3)=CC=2F)CC1)=O)(C)(C)C.C(O[C:64]([N:66]1CCC[C@H]2[CH2:72][N:73]([C:75]3[C:84](OC)=[C:83]4[C:78]([C:79](=[O:114])[C:80]([C:90]([O:92]CC(=O)NC(P(OCC)(OCC)=O)P(OCC)(OCC)=O)=[O:91])=[CH:81][N:82]4[CH:87]4[CH2:89][CH2:88]4)=[CH:77][C:76]=3[F:115])[CH2:74][C@@H:67]12)=O)(C)(C)C, predict the reaction product. The product is: [P:40]([CH:39]([P:48]([OH:50])([OH:53])=[O:49])[C:36]1[CH:37]=[CH:38][C:33]([NH:32][C:31]([CH2:30][C:81]2[N:82]([CH:87]3[CH2:88][CH2:89]3)[C:83]3[C:78]([C:79](=[O:114])[C:80]=2[C:90]([OH:92])=[O:91])=[CH:77][C:76]([F:115])=[C:75]([N:73]2[CH2:74][CH2:67][NH:66][CH2:64][CH2:72]2)[CH:84]=3)=[O:56])=[CH:34][CH:35]=1)([OH:42])([OH:45])=[O:41]. (9) Given the reactants Cl.Cl.[NH:3]1[CH2:8][CH2:7][CH:6](/[CH:9]=[C:10]2/[C:11]([NH:16][CH2:17][C:18]#[CH:19])=[N:12][C:13](=[O:15])[S:14]/2)[CH2:5][CH2:4]1.C(=O)([O-])[O-].[K+].[K+].Br[CH2:27][C:28]1[C:37]2[C:32](=[CH:33][CH:34]=[CH:35][CH:36]=2)[C:31]([C:38]#[N:39])=[CH:30][CH:29]=1.O, predict the reaction product. The product is: [O:15]=[C:13]1[N:12]=[C:11]([NH:16][CH2:17][C:18]#[CH:19])/[C:10](=[CH:9]/[CH:6]2[CH2:7][CH2:8][N:3]([CH2:27][C:28]3[C:37]4[C:32](=[CH:33][CH:34]=[CH:35][CH:36]=4)[C:31]([C:38]#[N:39])=[CH:30][CH:29]=3)[CH2:4][CH2:5]2)/[S:14]1. (10) Given the reactants [Mg+2].[I-].[I-].[Cl:4][CH2:5][CH2:6][CH2:7][N:8]1[C:16]2[C:11](=[CH:12][CH:13]=[CH:14][C:15]=2[CH2:17][CH3:18])[CH:10]=[CH:9]1.[Cl:19][C:20]1[CH:25]=[CH:24][C:23]([CH2:26][N:27]=[C:28]=[O:29])=[CH:22][C:21]=1[Cl:30], predict the reaction product. The product is: [Cl:4][CH2:5][CH2:6][CH2:7][N:8]1[C:16]2[C:11](=[CH:12][CH:13]=[CH:14][C:15]=2[CH2:17][CH3:18])[C:10]([C:28]([NH:27][CH2:26][C:23]2[CH:24]=[CH:25][C:20]([Cl:19])=[C:21]([Cl:30])[CH:22]=2)=[O:29])=[CH:9]1.